This data is from Reaction yield outcomes from USPTO patents with 853,638 reactions. The task is: Predict the reaction yield, written as a fraction of the theoretical maximum amount of product (1.0 means a 100% yield; for example, 0.34 means a 34% yield). (1) The reactants are [N:1]1[C:5]2[CH:6]=[CH:7][CH:8]=[CH:9][C:4]=2[NH:3][CH:2]=1.C(=O)([O-])[O-].[Cs+].[Cs+].[Al].[F:17][C:18]1[CH:23]=[C:22]([F:24])[CH:21]=[CH:20][C:19]=1I. The catalyst is [Cu]I.CN(C)C=O. The product is [F:17][C:18]1[CH:23]=[C:22]([F:24])[CH:21]=[CH:20][C:19]=1[N:1]1[C:5]2[CH:6]=[CH:7][CH:8]=[CH:9][C:4]=2[N:3]=[CH:2]1. The yield is 0.480. (2) The reactants are Cl[CH2:2][CH2:3][CH2:4][NH:5][C:6]1[N:7]=[C:8]([C:25]2[CH:26]=[C:27]([CH:34]=[CH:35][C:36]=2[CH3:37])[C:28]([NH:30][CH2:31][CH2:32][CH3:33])=[O:29])[C:9]2[CH2:14][NH:13][C:12](=[O:15])[N:11]([C:16]3[C:21]([F:22])=[CH:20][CH:19]=[CH:18][C:17]=3[F:23])[C:10]=2[N:24]=1.[CH2:38]([NH2:40])[CH3:39].C(=O)([O-])[O-].[K+].[K+]. The catalyst is CN(C=O)C.CCOC(C)=O. The product is [F:22][C:21]1[CH:20]=[CH:19][CH:18]=[C:17]([F:23])[C:16]=1[N:11]1[C:10]2[N:24]=[C:6]([NH:5][CH2:4][CH2:3][CH2:2][NH:40][CH2:38][CH3:39])[N:7]=[C:8]([C:25]3[CH:26]=[C:27]([CH:34]=[CH:35][C:36]=3[CH3:37])[C:28]([NH:30][CH2:31][CH2:32][CH3:33])=[O:29])[C:9]=2[CH2:14][NH:13][C:12]1=[O:15]. The yield is 0.500.